The task is: Predict which catalyst facilitates the given reaction.. This data is from Catalyst prediction with 721,799 reactions and 888 catalyst types from USPTO. (1) Reactant: [Cl:1][S:2]([C:5]1[CH:6]=[C:7]([CH:11]=[CH:12][CH:13]=1)[C:8](Cl)=[O:9])(=[O:4])=[O:3].[CH3:14][C:15]([NH2:23])([C:17]1[CH:22]=[CH:21][CH:20]=[CH:19][CH:18]=1)[CH3:16].N1C(C)=CC=CC=1C. Product: [CH3:14][C:15]([NH:23][C:8]([C:7]1[CH:6]=[C:5]([S:2]([Cl:1])(=[O:4])=[O:3])[CH:13]=[CH:12][CH:11]=1)=[O:9])([C:17]1[CH:22]=[CH:21][CH:20]=[CH:19][CH:18]=1)[CH3:16]. The catalyst class is: 91. (2) Reactant: I[C:2]1[C:10]2[C:5](=[N:6][CH:7]=[N:8][C:9]=2[NH2:11])[NH:4][N:3]=1.[Cl:12][C:13]1[CH:18]=[CH:17][C:16](B(O)O)=[CH:15][C:14]=1[O:22][CH3:23].C(=O)([O-])[O-].[Na+].[Na+].ClCCl. Product: [Cl:12][C:13]1[CH:18]=[CH:17][C:16]([C:2]2[C:10]3[C:5](=[N:6][CH:7]=[N:8][C:9]=3[NH2:11])[NH:4][N:3]=2)=[CH:15][C:14]=1[O:22][CH3:23]. The catalyst class is: 615.